Dataset: Forward reaction prediction with 1.9M reactions from USPTO patents (1976-2016). Task: Predict the product of the given reaction. (1) Given the reactants [CH3:1][C:2]1[CH:23]=[C:22]([CH3:24])[CH:21]=[C:20]([CH3:25])[C:3]=1[C:4]([P:6](Cl)([C:8](=[O:18])[C:9]1[C:14]([CH3:15])=[CH:13][C:12]([CH3:16])=[CH:11][C:10]=1[CH3:17])=[O:7])=[O:5].[CH3:26][O:27][CH2:28][CH2:29][O:30][CH2:31][CH2:32][O:33][CH2:34][CH2:35][OH:36].C(N(CC)CC)C, predict the reaction product. The product is: [CH3:26][O:27][CH2:28][CH2:29][O:30][CH2:31][CH2:32][O:33][CH2:34][CH2:35][O:36][P:6]([C:4](=[O:5])[C:3]1[C:20]([CH3:25])=[CH:21][C:22]([CH3:24])=[CH:23][C:2]=1[CH3:1])([C:8](=[O:18])[C:9]1[C:14]([CH3:15])=[CH:13][C:12]([CH3:16])=[CH:11][C:10]=1[CH3:17])=[O:7]. (2) Given the reactants [C:1]([C:4]1[CH:5]=[CH:6][C:7]2[O:11][C:10]([C:12]([NH:14][C:15]3[CH:20]=[CH:19][C:18]([Cl:21])=[CH:17][N:16]=3)=[O:13])=[C:9]([NH:22][C:23]([C@H:25]3[CH2:30][CH2:29][C@H:28]([N:31]4[CH2:35][CH2:34][CH2:33][C:32]4=[O:36])[CH2:27][CH2:26]3)=[O:24])[C:8]=2[CH:37]=1)(O)=[O:2].[NH:38]1[CH2:43][CH2:42][O:41][CH2:40][CH2:39]1.ON1C2C=CC=CC=2N=N1.Cl.C(N=C=NCCCN(C)C)C, predict the reaction product. The product is: [N:38]1([C:1]([C:4]2[CH:5]=[CH:6][C:7]3[O:11][C:10]([C:12]([NH:14][C:15]4[CH:20]=[CH:19][C:18]([Cl:21])=[CH:17][N:16]=4)=[O:13])=[C:9]([NH:22][C:23]([C@H:25]4[CH2:26][CH2:27][C@H:28]([N:31]5[CH2:35][CH2:34][CH2:33][C:32]5=[O:36])[CH2:29][CH2:30]4)=[O:24])[C:8]=3[CH:37]=2)=[O:2])[CH2:43][CH2:42][O:41][CH2:40][CH2:39]1. (3) Given the reactants [OH:1][C:2]1[CH:17]=[CH:16][C:5]2[NH:6][C:7]([CH:9]([CH3:15])[C:10](OCC)=O)=[N:8][C:4]=2[CH:3]=1.[NH2:18][C:19]1[CH:38]=[CH:37][C:22]([C:23]([NH:25][CH2:26][CH2:27][O:28][C:29]2[CH:34]=[CH:33][CH:32]=[CH:31][C:30]=2[O:35][CH3:36])=[O:24])=[CH:21][C:20]=1[NH:39][CH3:40], predict the reaction product. The product is: [OH:1][C:2]1[CH:17]=[CH:16][C:5]2[NH:6][C:7]([CH:9]([C:10]3[N:39]([CH3:40])[C:20]4[CH:21]=[C:22]([C:23]([NH:25][CH2:26][CH2:27][O:28][C:29]5[CH:34]=[CH:33][CH:32]=[CH:31][C:30]=5[O:35][CH3:36])=[O:24])[CH:37]=[CH:38][C:19]=4[N:18]=3)[CH3:15])=[N:8][C:4]=2[CH:3]=1. (4) Given the reactants [F:1][C:2]1[CH:3]=[C:4]2[NH:15][C@H:14]([C:16]3[CH:21]=[CH:20][C:19]([F:22])=[CH:18][CH:17]=3)[C@@H:13]([C:23]3[N:27]([CH3:28])[N:26]=[CH:25][N:24]=3)[C:6]3=[N:7][NH:8][C:9](=[O:12])[C:10]([CH:11]=1)=[C:5]23.[CH3:29][C:30]1[CH:31]=[CH:32][C:33]([S:36]([OH:39])(=[O:38])=[O:37])=[CH:34][CH:35]=1, predict the reaction product. The product is: [S:36]([C:33]1[CH:34]=[CH:35][C:30]([CH3:29])=[CH:31][CH:32]=1)([OH:39])(=[O:38])=[O:37].[F:1][C:2]1[CH:3]=[C:4]2[NH:15][C@H:14]([C:16]3[CH:21]=[CH:20][C:19]([F:22])=[CH:18][CH:17]=3)[C@@H:13]([C:23]3[N:27]([CH3:28])[N:26]=[CH:25][N:24]=3)[C:6]3=[N:7][NH:8][C:9](=[O:12])[C:10]([CH:11]=1)=[C:5]23. (5) Given the reactants [C:1](Cl)(=[O:5])[CH:2]([CH3:4])[CH3:3].[F:7][C:8]([F:21])([F:20])[C:9]([NH:11][CH2:12][CH2:13][C:14]1[CH:19]=[CH:18][CH:17]=[CH:16][CH:15]=1)=[O:10].[Cl-].[Al+3].[Cl-].[Cl-], predict the reaction product. The product is: [F:7][C:8]([F:20])([F:21])[C:9]([NH:11][CH2:12][CH2:13][C:14]1[CH:19]=[CH:18][C:17]([C:1](=[O:5])[CH:2]([CH3:4])[CH3:3])=[CH:16][CH:15]=1)=[O:10].